From a dataset of Catalyst prediction with 721,799 reactions and 888 catalyst types from USPTO. Predict which catalyst facilitates the given reaction. (1) Reactant: C([O:9][C@@H:10]1[C@@H:37]([O:38]C(=O)C2C=CC=CC=2)[C@H:36]([O:47]C(=O)C2C=CC=CC=2)[C@@H:35]([C@H:56]([CH3:66])[O:57]C(=O)C2C=CC=CC=2)[O:34][C@H:11]1[O:12][C:13]1[CH:18]=[C:17]([CH2:19][O:20]C(=O)C)[CH:16]=[CH:15][C:14]=1[CH2:24][C:25]1[CH:30]=[CH:29][C:28]([O:31][CH3:32])=[CH:27][C:26]=1[F:33])(=O)C1C=CC=CC=1.C(=O)([O-])[O-].[K+].[K+]. Product: [O:12]([C:13]1[CH:18]=[C:17]([CH2:19][OH:20])[CH:16]=[CH:15][C:14]=1[CH2:24][C:25]1[CH:30]=[CH:29][C:28]([O:31][CH3:32])=[CH:27][C:26]=1[F:33])[C@@H:11]1[O:34][C@H:35]([C@@H:56]([CH3:66])[OH:57])[C@@H:36]([OH:47])[C@H:37]([OH:38])[C@H:10]1[OH:9]. The catalyst class is: 83. (2) Reactant: [CH3:1][O:2][C:3]1[CH:4]=[C:5]([C:13]([C:15]#[C:16][CH2:17][NH:18][C:19]([O:21][C:22]([CH3:25])([CH3:24])[CH3:23])=[O:20])=O)[CH:6]=[C:7]([O:11][CH3:12])[C:8]=1[O:9][CH3:10].[BrH:26].C([O-])(O)=O.[Na+].C(OCC)(=O)C. Product: [Br:26][C:16]1[CH:15]=[C:13]([C:5]2[CH:4]=[C:3]([O:2][CH3:1])[C:8]([O:9][CH3:10])=[C:7]([O:11][CH3:12])[CH:6]=2)[N:18]([C:19]([O:21][C:22]([CH3:25])([CH3:24])[CH3:23])=[O:20])[CH:17]=1. The catalyst class is: 2. (3) Reactant: [N+:1]([C:4]1[CH:9]=[CH:8][CH:7]=[CH:6][C:5]=1[CH2:10][C:11]([N:13]([CH3:30])[C@@H:14]([C:21]1[CH:26]=[CH:25][CH:24]=[C:23]([N+:27]([O-])=O)[CH:22]=1)[CH2:15][N:16]1[CH2:20][CH2:19][CH2:18][CH2:17]1)=[O:12])([O-])=O.O.NN.Cl. Product: [NH2:1][C:4]1[CH:9]=[CH:8][CH:7]=[CH:6][C:5]=1[CH2:10][C:11]([N:13]([CH3:30])[C@@H:14]([C:21]1[CH:26]=[CH:25][CH:24]=[C:23]([NH2:27])[CH:22]=1)[CH2:15][N:16]1[CH2:17][CH2:18][CH2:19][CH2:20]1)=[O:12]. The catalyst class is: 592. (4) Reactant: C(OC([N:11]1[CH2:14][CH:13]([C:15]2[O:16][CH:17]=[C:18]([CH3:20])[N:19]=2)[CH2:12]1)=O)C1C=CC=CC=1. Product: [NH:11]1[CH2:14][CH:13]([C:15]2[O:16][CH:17]=[C:18]([CH3:20])[N:19]=2)[CH2:12]1. The catalyst class is: 8. (5) Reactant: Cl[C:2]1[C:7]([CH:8]=[O:9])=[CH:6][N:5]=[CH:4][CH:3]=1.[CH3:10][S:11][C:12]1[CH:17]=[CH:16][C:15]([SH:18])=[CH:14][CH:13]=1. Product: [CH3:10][S:11][C:12]1[CH:17]=[CH:16][C:15]([S:18][C:2]2[C:7]([CH:8]=[O:9])=[CH:6][N:5]=[CH:4][CH:3]=2)=[CH:14][CH:13]=1. The catalyst class is: 3. (6) Reactant: [CH2:1]([N:8]1[CH2:13][CH2:12][C@@H:11]([NH:14][S:15]([CH2:18][CH3:19])(=[O:17])=[O:16])[C@H:10]([CH2:20][O:21][C:22]2[CH:27]=[CH:26][C:25]([CH2:28][CH2:29][C:30]#[N:31])=[CH:24][CH:23]=2)[CH2:9]1)[C:2]1C=CC=CC=1.CC(O)=[O:34]. Product: [C:1]([N:8]1[CH2:13][CH2:12][C@@H:11]([NH:14][S:15]([CH2:18][CH3:19])(=[O:17])=[O:16])[C@H:10]([CH2:20][O:21][C:22]2[CH:27]=[CH:26][C:25]([CH2:28][CH2:29][C:30]#[N:31])=[CH:24][CH:23]=2)[CH2:9]1)(=[O:34])[CH3:2]. The catalyst class is: 45.